Predict which catalyst facilitates the given reaction. From a dataset of Catalyst prediction with 721,799 reactions and 888 catalyst types from USPTO. (1) Product: [ClH:34].[Cl:34][C:32]1[CH:31]=[CH:30][C:29]([C:35]([NH:36][C:37]2[CH:46]=[C:45]3[C:40]([CH2:41][CH2:42][C:43](=[O:48])[N:44]3[CH3:47])=[CH:39][CH:38]=2)=[O:49])=[C:28]([NH:27][CH2:26][CH2:25][N:5]2[CH2:6][CH2:7][CH:3]([F:2])[CH2:4]2)[CH:33]=1. Reactant: Cl.[F:2][C:3]1[CH:4]=[N:5][CH:6]=[CH:7]C=1.C(=O)([O-])[O-].[Na+].[Na+].CN(C)C=O.CS(O[CH2:25][CH2:26][NH:27][C:28]1[CH:33]=[C:32]([Cl:34])[CH:31]=[CH:30][C:29]=1[C:35](=[O:49])[NH:36][C:37]1[CH:46]=[C:45]2[C:40]([CH2:41][CH2:42][C:43](=[O:48])[N:44]2[CH3:47])=[CH:39][CH:38]=1)(=O)=O. The catalyst class is: 6. (2) Reactant: [CH3:1][C:2]1[CH:7]=[CH:6][N:5]=[C:4]([CH2:8][C:9]([OH:11])=O)[CH:3]=1.C(N1C=CN=C1)(N1C=CN=C1)=O.CCN(C(C)C)C(C)C.[CH2:33]([O:35][C:36](=[O:48])[CH2:37][CH2:38][NH:39][CH2:40][CH2:41][C:42]1[CH:47]=[CH:46][CH:45]=[CH:44][CH:43]=1)[CH3:34]. Product: [CH2:33]([O:35][C:36](=[O:48])[CH2:37][CH2:38][N:39]([C:9](=[O:11])[CH2:8][C:4]1[CH:3]=[C:2]([CH3:1])[CH:7]=[CH:6][N:5]=1)[CH2:40][CH2:41][C:42]1[CH:47]=[CH:46][CH:45]=[CH:44][CH:43]=1)[CH3:34]. The catalyst class is: 1. (3) The catalyst class is: 5. Product: [CH:1]1([N:7]2[C:12](=[O:13])[CH2:11][CH:9]([C:8]([O:17][CH3:18])=[O:16])[CH2:10]2)[CH2:6][CH2:5][CH2:4][CH2:3][CH2:2]1. Reactant: [CH:1]1([NH2:7])[CH2:6][CH2:5][CH2:4][CH2:3][CH2:2]1.[C:8]([O:17][CH3:18])(=[O:16])[C:9]([CH2:11][C:12](OC)=[O:13])=[CH2:10]. (4) Reactant: C(N(CC)CC)C.[C:16](O[C:16]([O:18][C:19]([CH3:22])([CH3:21])[CH3:20])=[O:17])([O:18][C:19]([CH3:22])([CH3:21])[CH3:20])=[O:17].CN(C1C=CC=CN=1)C.[Br:32][C:33]1[CH:34]=[C:35]2[C:39](=[CH:40][CH:41]=1)[NH:38][N:37]=[CH:36]2. Product: [C:19]([O:18][C:16]([N:38]1[C:39]2[C:35](=[CH:34][C:33]([Br:32])=[CH:41][CH:40]=2)[CH:36]=[N:37]1)=[O:17])([CH3:20])([CH3:21])[CH3:22]. The catalyst class is: 10.